Dataset: Experimental lipophilicity measurements (octanol/water distribution) for 4,200 compounds from AstraZeneca. Task: Regression/Classification. Given a drug SMILES string, predict its absorption, distribution, metabolism, or excretion properties. Task type varies by dataset: regression for continuous measurements (e.g., permeability, clearance, half-life) or binary classification for categorical outcomes (e.g., BBB penetration, CYP inhibition). For this dataset (lipophilicity_astrazeneca), we predict Y. (1) The compound is COc1ccnc(CSc2nc3ccccc3[nH]2)c1. The Y is 2.89 logD. (2) The molecule is Cc1ccc(CO)cc1N(C)c1ccnc(Nc2cc(N3CCOCC3)nc(N3CCOCC3)c2)n1. The Y is 3.44 logD. (3) The drug is O=C1COc2ccccc2N1CCN1CCC(NCc2cc3c(cn2)OCCO3)CC1. The Y is 1.04 logD. (4) The compound is NC(Cc1ccc(N(CCCl)CCCl)cc1)C(=O)O. The Y is 0.390 logD. (5) The drug is NS(=O)(=O)c1ccc(NCc2ccccc2)cc1. The Y is 1.70 logD. (6) The drug is CN[C@@H](C)C(=O)N[C@H](C(=O)N[C@H]1CCCN(CCc2ccc(F)cc2)C1)C1CCCCC1. The Y is 2.39 logD.